This data is from Full USPTO retrosynthesis dataset with 1.9M reactions from patents (1976-2016). The task is: Predict the reactants needed to synthesize the given product. (1) Given the product [CH3:1][C:2]1[CH:22]=[CH:21][C:20]([CH3:23])=[CH:19][C:3]=1[CH2:4][O:5][CH:6]1[CH2:7][CH2:8][N:9]([C:31]([O:33][C:34]([CH3:37])([CH3:36])[CH3:35])=[O:32])[CH2:10][CH2:11]1, predict the reactants needed to synthesize it. The reactants are: [CH3:1][C:2]1[CH:22]=[CH:21][C:20]([CH3:23])=[CH:19][C:3]=1[CH2:4][O:5][CH:6]1[CH2:11][CH2:10][N:9](S(CC(=O)C)(=O)=O)[CH2:8][CH2:7]1.OC1CCN([C:31]([O:33][C:34]([CH3:37])([CH3:36])[CH3:35])=[O:32])CC1.[H-].[Na+].CC1C=CC(C)=CC=1CCl. (2) Given the product [C:13]([C:8]1([C:5]2[CH:4]=[CH:3][C:2]([NH:1][C:21](=[O:22])[C:20]3[CH:24]=[CH:25][C:26]([O:27][CH3:28])=[C:18]([O:17][CH3:16])[CH:19]=3)=[CH:7][CH:6]=2)[CH2:12][CH2:11][CH2:10][CH2:9]1)(=[O:14])[NH2:15], predict the reactants needed to synthesize it. The reactants are: [NH2:1][C:2]1[CH:7]=[CH:6][C:5]([C:8]2([C:13]([NH2:15])=[O:14])[CH2:12][CH2:11][CH2:10][CH2:9]2)=[CH:4][CH:3]=1.[CH3:16][O:17][C:18]1[CH:19]=[C:20]([CH:24]=[CH:25][C:26]=1[O:27][CH3:28])[C:21](Cl)=[O:22].